Dataset: Forward reaction prediction with 1.9M reactions from USPTO patents (1976-2016). Task: Predict the product of the given reaction. (1) Given the reactants [Br:1][C:2]1[N:6]2[CH:7]=[C:8]([C:11]([OH:13])=O)[N:9]=[CH:10][C:5]2=[N:4][CH:3]=1.C(Cl)(=O)C(Cl)=O.C(N(CC)CC)C.[CH3:27][NH:28][C:29]1[CH:36]=[CH:35][C:32]([C:33]#[N:34])=[CH:31][CH:30]=1, predict the reaction product. The product is: [Br:1][C:2]1[N:6]2[CH:7]=[C:8]([C:11]([N:28]([C:29]3[CH:36]=[CH:35][C:32]([C:33]#[N:34])=[CH:31][CH:30]=3)[CH3:27])=[O:13])[N:9]=[CH:10][C:5]2=[N:4][CH:3]=1. (2) Given the reactants [Br:1][CH2:2][C:3]([C:5]1[C:10]([Cl:11])=[CH:9][C:8]([O:12][CH2:13][C:14]([F:17])([F:16])[F:15])=[CH:7][N:6]=1)=O.Cl.[CH3:19][O:20][NH2:21], predict the reaction product. The product is: [CH3:19][O:20][N:21]=[C:3]([C:5]1[C:10]([Cl:11])=[CH:9][C:8]([O:12][CH2:13][C:14]([F:17])([F:16])[F:15])=[CH:7][N:6]=1)[CH2:2][Br:1]. (3) Given the reactants [Cl:1][C:2]1[CH:6]=[CH:5][S:4][C:3]=1[C:7]([NH:9][NH:10][C:11](=[O:19])[C:12]1[CH:17]=[CH:16][C:15]([Cl:18])=[CH:14][CH:13]=1)=O.S(Cl)(Cl)=O, predict the reaction product. The product is: [Cl:18][C:15]1[CH:14]=[CH:13][C:12]([C:11]2[O:19][C:7]([C:3]3[S:4][CH:5]=[CH:6][C:2]=3[Cl:1])=[N:9][N:10]=2)=[CH:17][CH:16]=1. (4) Given the reactants Br[C:2]1[CH:14]=[CH:13][C:5]([C:6]([O:8][C:9]([CH3:12])([CH3:11])[CH3:10])=[O:7])=[C:4]([NH:15][C:16]2[CH:21]=[CH:20][C:19]([F:22])=[CH:18][CH:17]=2)[CH:3]=1.[NH:23]1[C:31]2[C:26](=[CH:27][CH:28]=[CH:29][CH:30]=2)[CH2:25][CH2:24]1.C(=O)([O-])[O-].[Cs+].[Cs+].C1(P(C2CCCCC2)C2C=CC=CC=2C2C(C(C)C)=CC(C(C)C)=CC=2C(C)C)CCCCC1.C(O)(=O)CC(CC(O)=O)(C(O)=O)O, predict the reaction product. The product is: [F:22][C:19]1[CH:20]=[CH:21][C:16]([NH:15][C:4]2[CH:3]=[C:2]([N:23]3[C:31]4[C:26](=[CH:27][CH:28]=[CH:29][CH:30]=4)[CH2:25][CH2:24]3)[CH:14]=[CH:13][C:5]=2[C:6]([O:8][C:9]([CH3:12])([CH3:11])[CH3:10])=[O:7])=[CH:17][CH:18]=1. (5) Given the reactants C(OC([N:8]1[CH2:34][CH2:33][C:12]2=[C:13]([N:20]3[CH2:23][CH:22]([C:24]([N:26]4[CH2:30][CH2:29][CH:28]([C:31]#[CH:32])[CH2:27]4)=[O:25])[CH2:21]3)[N:14]3[C:18]([N:19]=[C:11]2[CH2:10][CH2:9]1)=[CH:17][CH:16]=[N:15]3)=O)(C)(C)C.C(O)(C(F)(F)F)=O.CO, predict the reaction product. The product is: [C:31]([CH:28]1[CH2:29][CH2:30][N:26]([C:24]([CH:22]2[CH2:21][N:20]([C:13]3[N:14]4[C:18]([N:19]=[C:11]5[CH2:10][CH2:9][NH:8][CH2:34][CH2:33][C:12]=35)=[CH:17][CH:16]=[N:15]4)[CH2:23]2)=[O:25])[CH2:27]1)#[CH:32]. (6) The product is: [Br:20][C:7]1[C:2]([OH:1])=[C:3]([CH2:8][C:9]([O:11][CH3:12])=[O:10])[CH:4]=[CH:5][CH:6]=1. Given the reactants [OH:1][C:2]1[CH:7]=[CH:6][CH:5]=[CH:4][C:3]=1[CH2:8][C:9]([O:11][CH3:12])=[O:10].C(NC(C)C)(C)C.[Br:20]N1C(=O)CCC1=O.Cl, predict the reaction product.